Task: Predict which catalyst facilitates the given reaction.. Dataset: Catalyst prediction with 721,799 reactions and 888 catalyst types from USPTO (1) Reactant: C(O)(=[O:19])CCCCCCC/C=C\CCCCCCCC.[Fe:21].[C:22]([O-:41])(=[O:40])[CH2:23][CH2:24][CH2:25][CH2:26][CH2:27][CH2:28][CH2:29]/[CH:30]=[CH:31]\[CH2:32][CH2:33][CH2:34][CH2:35][CH2:36][CH2:37][CH2:38][CH3:39].[Na+]. Product: [O-2:19].[Fe+2:21].[Fe:21].[C:22]([O-:41])(=[O:40])[CH2:23][CH2:24][CH2:25][CH2:26][CH2:27][CH2:28][CH2:29]/[CH:30]=[CH:31]\[CH2:32][CH2:33][CH2:34][CH2:35][CH2:36][CH2:37][CH2:38][CH3:39]. The catalyst class is: 8. (2) Reactant: [ClH:1].C([O:4][C:5](=[O:27])[C@@H:6]([O:24][CH2:25][CH3:26])[CH2:7][C:8]1[CH:13]=[CH:12][C:11]([O:14][CH2:15][CH2:16][C:17]2[CH:22]=[CH:21][C:20]([NH2:23])=[CH:19][CH:18]=2)=[CH:10][CH:9]=1)C.[OH-].[Li+]. Product: [ClH:1].[NH2:23][C:20]1[CH:19]=[CH:18][C:17]([CH2:16][CH2:15][O:14][C:11]2[CH:12]=[CH:13][C:8]([CH2:7][C@H:6]([O:24][CH2:25][CH3:26])[C:5]([OH:27])=[O:4])=[CH:9][CH:10]=2)=[CH:22][CH:21]=1. The catalyst class is: 30. (3) Reactant: C(OC1C(OC(=O)C)C(OC(=O)C)C(COC(=O)C)OC1[C:24]1[C:32]2[C:28](=[N:29][C:30](=[O:33])[N:31]=2)[CH:27]=[CH:26][C:25]=1[C:34]([O-])=O)(=O)C.[OH-:37].[Na+]. Product: [OH:37][C:26]1[C:25]([CH3:34])=[CH:24][C:32]2=[N:31][C:30](=[O:33])[N:29]=[C:28]2[CH:27]=1. The catalyst class is: 8. (4) Reactant: [CH2:1]([OH:5])[C@@H:2]([OH:4])[CH3:3].[Si:6](Cl)([C:9]([CH3:12])([CH3:11])[CH3:10])([CH3:8])[CH3:7].N1C=CN=C1.CN(C)C=O. Product: [Si:6]([O:5][CH2:1][C@@H:2]([OH:4])[CH3:3])([C:9]([CH3:12])([CH3:11])[CH3:10])([CH3:8])[CH3:7]. The catalyst class is: 13. (5) Reactant: Cl.[O:2]=[C:3]1[C:11]2([CH2:19][C:18]3[C:13](=[CH:14][CH:15]=[C:16]([NH:20]C(=O)OC(C)(C)C)[CH:17]=3)[CH2:12]2)[C:10]2[C:5](=[CH:6][CH:7]=[CH:8][CH:9]=2)[NH:4]1. Product: [NH2:20][C:16]1[CH:17]=[C:18]2[C:13](=[CH:14][CH:15]=1)[CH2:12][C:11]1([C:10]3[C:5](=[CH:6][CH:7]=[CH:8][CH:9]=3)[NH:4][C:3]1=[O:2])[CH2:19]2. The catalyst class is: 25.